Dataset: Cav3 T-type calcium channel HTS with 100,875 compounds. Task: Binary Classification. Given a drug SMILES string, predict its activity (active/inactive) in a high-throughput screening assay against a specified biological target. (1) The drug is Fc1ccc(N2CCN(CC2)CC(=O)N2CCOCC2)cc1. The result is 0 (inactive). (2) The molecule is O1C2(C(=C(C1c1c(cccc1)C)C(OC)=O)C(OC)=O)C(=O)c1c(C2=O)cccc1. The result is 0 (inactive). (3) The compound is Brc1sc(S(=O)(=O)N2CCCN(CC2)CC(=O)NCC(OCC)=O)cc1. The result is 0 (inactive). (4) The molecule is O1CCN(CC1)CCOCCOc1ccc(OC)cc1. The result is 0 (inactive). (5) The drug is O=C(Nc1ccc(N2CCCC2)cc1)C(C)C. The result is 0 (inactive). (6) The molecule is S(Cc1[nH]nc2OC(N)=C(C(c12)c1ccc(F)cc1)C#N)c1nc(cc(c1C#N)C)C. The result is 0 (inactive).